This data is from NCI-60 drug combinations with 297,098 pairs across 59 cell lines. The task is: Regression. Given two drug SMILES strings and cell line genomic features, predict the synergy score measuring deviation from expected non-interaction effect. (1) Drug 1: C1=CN(C(=O)N=C1N)C2C(C(C(O2)CO)O)O.Cl. Drug 2: CC1=C2C(C(=O)C3(C(CC4C(C3C(C(C2(C)C)(CC1OC(=O)C(C(C5=CC=CC=C5)NC(=O)OC(C)(C)C)O)O)OC(=O)C6=CC=CC=C6)(CO4)OC(=O)C)O)C)O. Cell line: SF-295. Synergy scores: CSS=3.81, Synergy_ZIP=-1.27, Synergy_Bliss=2.78, Synergy_Loewe=-0.283, Synergy_HSA=-0.233. (2) Drug 1: C1CCC(CC1)NC(=O)N(CCCl)N=O. Drug 2: CC1=C(C=C(C=C1)C(=O)NC2=CC(=CC(=C2)C(F)(F)F)N3C=C(N=C3)C)NC4=NC=CC(=N4)C5=CN=CC=C5. Cell line: K-562. Synergy scores: CSS=41.4, Synergy_ZIP=-10.3, Synergy_Bliss=-8.51, Synergy_Loewe=-13.6, Synergy_HSA=-4.77. (3) Drug 1: CC1=C2C(C(=O)C3(C(CC4C(C3C(C(C2(C)C)(CC1OC(=O)C(C(C5=CC=CC=C5)NC(=O)C6=CC=CC=C6)O)O)OC(=O)C7=CC=CC=C7)(CO4)OC(=O)C)O)C)OC(=O)C. Drug 2: C1CCC(C(C1)N)N.C(=O)(C(=O)[O-])[O-].[Pt+4]. Cell line: NCI-H522. Synergy scores: CSS=50.0, Synergy_ZIP=-4.54, Synergy_Bliss=-2.42, Synergy_Loewe=0.484, Synergy_HSA=2.82. (4) Drug 1: C(CC(=O)O)C(=O)CN.Cl. Drug 2: CC(C)CN1C=NC2=C1C3=CC=CC=C3N=C2N. Cell line: SNB-19. Synergy scores: CSS=5.80, Synergy_ZIP=-1.66, Synergy_Bliss=-1.70, Synergy_Loewe=-3.26, Synergy_HSA=-4.51. (5) Drug 2: C1C(C(OC1N2C=NC(=NC2=O)N)CO)O. Synergy scores: CSS=-2.95, Synergy_ZIP=-1.56, Synergy_Bliss=-0.178, Synergy_Loewe=-8.16, Synergy_HSA=-6.35. Cell line: SN12C. Drug 1: CC1=C(C=C(C=C1)NC(=O)C2=CC=C(C=C2)CN3CCN(CC3)C)NC4=NC=CC(=N4)C5=CN=CC=C5. (6) Drug 1: CC12CCC(CC1=CCC3C2CCC4(C3CC=C4C5=CN=CC=C5)C)O. Drug 2: CS(=O)(=O)C1=CC(=C(C=C1)C(=O)NC2=CC(=C(C=C2)Cl)C3=CC=CC=N3)Cl. Cell line: NCI-H322M. Synergy scores: CSS=4.61, Synergy_ZIP=-0.469, Synergy_Bliss=1.04, Synergy_Loewe=-1.18, Synergy_HSA=-0.999. (7) Drug 1: CCCS(=O)(=O)NC1=C(C(=C(C=C1)F)C(=O)C2=CNC3=C2C=C(C=N3)C4=CC=C(C=C4)Cl)F. Drug 2: COC1=C2C(=CC3=C1OC=C3)C=CC(=O)O2. Cell line: HOP-62. Synergy scores: CSS=2.27, Synergy_ZIP=-0.624, Synergy_Bliss=-2.57, Synergy_Loewe=-2.80, Synergy_HSA=-3.97. (8) Drug 1: CN(C(=O)NC(C=O)C(C(C(CO)O)O)O)N=O. Drug 2: COCCOC1=C(C=C2C(=C1)C(=NC=N2)NC3=CC=CC(=C3)C#C)OCCOC.Cl. Cell line: NCI-H522. Synergy scores: CSS=25.0, Synergy_ZIP=-7.16, Synergy_Bliss=-6.38, Synergy_Loewe=-29.0, Synergy_HSA=0.701. (9) Drug 1: CC1C(C(CC(O1)OC2CC(CC3=C2C(=C4C(=C3O)C(=O)C5=C(C4=O)C(=CC=C5)OC)O)(C(=O)CO)O)N)O.Cl. Drug 2: C1CCC(CC1)NC(=O)N(CCCl)N=O. Cell line: M14. Synergy scores: CSS=-7.32, Synergy_ZIP=3.84, Synergy_Bliss=7.41, Synergy_Loewe=-7.55, Synergy_HSA=-5.65.